The task is: Regression. Given two drug SMILES strings and cell line genomic features, predict the synergy score measuring deviation from expected non-interaction effect.. This data is from NCI-60 drug combinations with 297,098 pairs across 59 cell lines. (1) Drug 1: CC1C(C(CC(O1)OC2CC(CC3=C2C(=C4C(=C3O)C(=O)C5=C(C4=O)C(=CC=C5)OC)O)(C(=O)C)O)N)O.Cl. Drug 2: C1CC(=O)NC(=O)C1N2C(=O)C3=CC=CC=C3C2=O. Cell line: OVCAR-8. Synergy scores: CSS=32.3, Synergy_ZIP=-7.25, Synergy_Bliss=-0.277, Synergy_Loewe=-27.6, Synergy_HSA=-1.36. (2) Drug 1: COC1=C(C=C2C(=C1)N=CN=C2NC3=CC(=C(C=C3)F)Cl)OCCCN4CCOCC4. Drug 2: CC1CCC2CC(C(=CC=CC=CC(CC(C(=O)C(C(C(=CC(C(=O)CC(OC(=O)C3CCCCN3C(=O)C(=O)C1(O2)O)C(C)CC4CCC(C(C4)OC)O)C)C)O)OC)C)C)C)OC. Cell line: T-47D. Synergy scores: CSS=25.2, Synergy_ZIP=-3.57, Synergy_Bliss=-0.296, Synergy_Loewe=4.58, Synergy_HSA=5.45. (3) Drug 1: C1CCC(CC1)NC(=O)N(CCCl)N=O. Drug 2: CC1=C2C(C(=O)C3(C(CC4C(C3C(C(C2(C)C)(CC1OC(=O)C(C(C5=CC=CC=C5)NC(=O)C6=CC=CC=C6)O)O)OC(=O)C7=CC=CC=C7)(CO4)OC(=O)C)O)C)OC(=O)C. Cell line: OVCAR-8. Synergy scores: CSS=55.2, Synergy_ZIP=-3.18, Synergy_Bliss=-1.85, Synergy_Loewe=-42.9, Synergy_HSA=-2.35. (4) Drug 1: C1=NC2=C(N1)C(=S)N=C(N2)N. Drug 2: N.N.Cl[Pt+2]Cl. Cell line: NCI-H460. Synergy scores: CSS=13.1, Synergy_ZIP=-8.83, Synergy_Bliss=-13.0, Synergy_Loewe=-32.6, Synergy_HSA=-14.0. (5) Drug 1: CS(=O)(=O)C1=CC(=C(C=C1)C(=O)NC2=CC(=C(C=C2)Cl)C3=CC=CC=N3)Cl. Drug 2: C1CCC(C(C1)N)N.C(=O)(C(=O)[O-])[O-].[Pt+4]. Cell line: MALME-3M. Synergy scores: CSS=18.6, Synergy_ZIP=-1.55, Synergy_Bliss=7.94, Synergy_Loewe=-0.946, Synergy_HSA=6.93.